From a dataset of Reaction yield outcomes from USPTO patents with 853,638 reactions. Predict the reaction yield, written as a fraction of the theoretical maximum amount of product (1.0 means a 100% yield; for example, 0.34 means a 34% yield). The reactants are CC[CH2:3][CH2:4][O-:5].[Na+].C(O)C.[Cl:10][C:11]1[CH:18]=[CH:17][CH:16]=[C:15](F)[C:12]=1[C:13]#[N:14].C(Cl)(Cl)Cl. The catalyst is C1COCC1.O. The product is [Cl:10][C:11]1[CH:18]=[CH:17][CH:16]=[C:15]([O:5][CH2:4][CH3:3])[C:12]=1[C:13]#[N:14]. The yield is 0.870.